From a dataset of Full USPTO retrosynthesis dataset with 1.9M reactions from patents (1976-2016). Predict the reactants needed to synthesize the given product. Given the product [Br:20][C:21]1[CH:22]=[CH:23][C:24]([C@@H:27]2[CH2:29][C@H:28]2[NH:30][CH2:1][CH:3]2[CH2:8][CH2:7][N:6]([C:9]([O:11][C:12]([CH3:15])([CH3:14])[CH3:13])=[O:10])[CH2:5][CH2:4]2)=[CH:25][CH:26]=1, predict the reactants needed to synthesize it. The reactants are: [CH:1]([CH:3]1[CH2:8][CH2:7][N:6]([C:9]([O:11][C:12]([CH3:15])([CH3:14])[CH3:13])=[O:10])[CH2:5][CH2:4]1)=O.CC(O)=O.[Br:20][C:21]1[CH:26]=[CH:25][C:24]([C@@H:27]2[CH2:29][C@H:28]2[NH2:30])=[CH:23][CH:22]=1.C(O[BH-](OC(=O)C)OC(=O)C)(=O)C.[Na+].